Task: Predict which catalyst facilitates the given reaction.. Dataset: Catalyst prediction with 721,799 reactions and 888 catalyst types from USPTO (1) Reactant: [F:1][C:2]1[CH:3]=[C:4]([N+:24]([O-:26])=[O:25])[C:5]([CH3:23])=[C:6]([CH:22]=1)[CH2:7][N:8]1[CH2:13][CH2:12][N:11](C(OC(C)(C)C)=O)[C@@H:10]([CH3:21])[CH2:9]1.Cl.CO. Product: [F:1][C:2]1[CH:3]=[C:4]([N+:24]([O-:26])=[O:25])[C:5]([CH3:23])=[C:6]([CH:22]=1)[CH2:7][N:8]1[CH2:13][CH2:12][NH:11][C@@H:10]([CH3:21])[CH2:9]1. The catalyst class is: 2. (2) Reactant: [CH3:1][O:2][C:3]([C:5]1[CH:10]=[C:9](Cl)[N:8]=[C:7]([Cl:12])[N:6]=1)=[O:4].C(N(CC)CC)C.[CH3:20][O:21][CH2:22][CH2:23][N:24]1[CH2:29][CH2:28][NH:27][CH2:26][CH2:25]1. Product: [CH3:1][O:2][C:3]([C:5]1[CH:10]=[C:9]([N:27]2[CH2:28][CH2:29][N:24]([CH2:23][CH2:22][O:21][CH3:20])[CH2:25][CH2:26]2)[N:8]=[C:7]([Cl:12])[N:6]=1)=[O:4]. The catalyst class is: 34. (3) Reactant: [Cl:1][C:2]1[N:12]=[CH:11][C:10]([S:13](Cl)(=[O:15])=[O:14])=[CH:9][C:3]=1[C:4]([O:6][CH2:7][CH3:8])=[O:5].[NH2:17][C:18]1[CH:23]=[CH:22][CH:21]=[CH:20][CH:19]=1. Product: [NH:17]([S:13]([C:10]1[CH:11]=[N:12][C:2]([Cl:1])=[C:3]([CH:9]=1)[C:4]([O:6][CH2:7][CH3:8])=[O:5])(=[O:15])=[O:14])[C:18]1[CH:23]=[CH:22][CH:21]=[CH:20][CH:19]=1.[NH:17]([C:2]1[N:12]=[CH:11][C:10]([S:13]([NH:17][C:18]2[CH:23]=[CH:22][CH:21]=[CH:20][CH:19]=2)(=[O:15])=[O:14])=[CH:9][C:3]=1[C:4]([O:6][CH2:7][CH3:8])=[O:5])[C:18]1[CH:23]=[CH:22][CH:21]=[CH:20][CH:19]=1. The catalyst class is: 11. (4) Reactant: Br[CH2:2][C:3]1[C:8]([F:9])=[CH:7][CH:6]=[CH:5][C:4]=1[N:10]1[C:14](=[O:15])[N:13]([CH3:16])[N:12]=[N:11]1.[CH3:17][C:18]1[CH:23]=[C:22]([N:24]2[C:28]([CH3:29])=[C:27]([CH3:30])[C:26]([CH3:31])=[N:25]2)[CH:21]=[CH:20][C:19]=1[OH:32].C(=O)([O-])[O-].[K+].[K+]. Product: [F:9][C:8]1[C:3]([CH2:2][O:32][C:19]2[CH:20]=[CH:21][C:22]([N:24]3[C:28]([CH3:29])=[C:27]([CH3:30])[C:26]([CH3:31])=[N:25]3)=[CH:23][C:18]=2[CH3:17])=[C:4]([N:10]2[C:14](=[O:15])[N:13]([CH3:16])[N:12]=[N:11]2)[CH:5]=[CH:6][CH:7]=1. The catalyst class is: 10. (5) Product: [CH2:22]([N:13]1[C:12]2[CH:11]=[CH:10][C:9]([C:7]3[N:6]([CH2:24][CH2:25][O:26][CH3:27])[C:5]4[CH:28]=[CH:29][C:2]([C:31]#[N:32])=[CH:3][C:4]=4[N:8]=3)=[CH:21][C:20]=2[C:19]2[C:14]1=[CH:15][CH:16]=[CH:17][CH:18]=2)[CH3:23]. The catalyst class is: 267. Reactant: Br[C:2]1[CH:29]=[CH:28][C:5]2[N:6]([CH2:24][CH2:25][O:26][CH3:27])[C:7]([C:9]3[CH:10]=[CH:11][C:12]4[N:13]([CH2:22][CH3:23])[C:14]5[C:19]([C:20]=4[CH:21]=3)=[CH:18][CH:17]=[CH:16][CH:15]=5)=[N:8][C:4]=2[CH:3]=1.O.[CH3:31][N:32](C=O)C.